Dataset: Full USPTO retrosynthesis dataset with 1.9M reactions from patents (1976-2016). Task: Predict the reactants needed to synthesize the given product. The reactants are: Br[C:2]1[CH:7]=[CH:6][C:5]([N+:8]([O-:10])=[O:9])=[CH:4][CH:3]=1.O.C(=O)([O-])[O-].[Na+].[Na+].CC1(C)C(C)(C)OB([C:26]2[CH:34]=[C:33]3[C:29]([C:30]([NH:43][C:44](=[O:48])[CH2:45][CH2:46][CH3:47])=[N:31][N:32]3[CH2:35][O:36][CH2:37][CH2:38][Si:39]([CH3:42])([CH3:41])[CH3:40])=[CH:28][CH:27]=2)O1. Given the product [N+:8]([C:5]1[CH:6]=[CH:7][C:2]([C:26]2[CH:34]=[C:33]3[C:29]([C:30]([NH:43][C:44](=[O:48])[CH2:45][CH2:46][CH3:47])=[N:31][N:32]3[CH2:35][O:36][CH2:37][CH2:38][Si:39]([CH3:42])([CH3:40])[CH3:41])=[CH:28][CH:27]=2)=[CH:3][CH:4]=1)([O-:10])=[O:9], predict the reactants needed to synthesize it.